This data is from Reaction yield outcomes from USPTO patents with 853,638 reactions. The task is: Predict the reaction yield, written as a fraction of the theoretical maximum amount of product (1.0 means a 100% yield; for example, 0.34 means a 34% yield). (1) The reactants are [C:1]([C:5]1[CH:9]=[C:8]([NH:10][C:11](OC2C=CC=CC=2)=[O:12])[N:7]([C:20]2[CH:21]=[C:22]([CH:28]=[CH:29][CH:30]=2)[C:23]([O:25][CH2:26][CH3:27])=[O:24])[N:6]=1)([CH3:4])([CH3:3])[CH3:2].[NH2:31][C:32]1[CH:48]=[CH:47][C:35]([O:36][C:37]2[CH:42]=[CH:41][N:40]=[C:39]([C:43]([NH:45][CH3:46])=[O:44])[CH:38]=2)=[CH:34][C:33]=1[F:49].C(N(CC)CC)C. The catalyst is C1COCC1. The product is [C:1]([C:5]1[CH:9]=[C:8]([NH:10][C:11](=[O:12])[NH:31][C:32]2[CH:48]=[CH:47][C:35]([O:36][C:37]3[CH:42]=[CH:41][N:40]=[C:39]([C:43](=[O:44])[NH:45][CH3:46])[CH:38]=3)=[CH:34][C:33]=2[F:49])[N:7]([C:20]2[CH:21]=[C:22]([CH:28]=[CH:29][CH:30]=2)[C:23]([O:25][CH2:26][CH3:27])=[O:24])[N:6]=1)([CH3:3])([CH3:2])[CH3:4]. The yield is 0.570. (2) The reactants are [CH3:1][N:2]([CH3:15])[C:3]1[CH:8]=[CH:7][C:6]([O:9][CH3:10])=[CH:5][C:4]=1[NH:11][C:12](=O)[CH3:13].CO. The catalyst is C1COCC1. The product is [CH3:15][N:2]([CH3:1])[C:3]1[CH:8]=[CH:7][C:6]([O:9][CH3:10])=[CH:5][C:4]=1[NH:11][CH2:12][CH3:13]. The yield is 0.960.